From a dataset of Forward reaction prediction with 1.9M reactions from USPTO patents (1976-2016). Predict the product of the given reaction. (1) Given the reactants [H-].[Na+].[C:3]([O:7][C:8]([N:10]1[CH2:15][CH2:14][N:13]([C:16]2[CH:17]=[CH:18][CH:19]=[C:20]3[C:24]=2[NH:23][CH:22]=[CH:21]3)[CH2:12][CH2:11]1)=[O:9])([CH3:6])([CH3:5])[CH3:4].[C:25]1([S:31][S:31][C:25]2[CH:30]=[CH:29][CH:28]=[CH:27][CH:26]=2)[CH:30]=[CH:29][CH:28]=[CH:27][CH:26]=1.O, predict the reaction product. The product is: [C:3]([O:7][C:8]([N:10]1[CH2:15][CH2:14][N:13]([C:16]2[CH:17]=[CH:18][CH:19]=[C:20]3[C:24]=2[NH:23][CH:22]=[C:21]3[S:31][C:25]2[CH:30]=[CH:29][CH:28]=[CH:27][CH:26]=2)[CH2:12][CH2:11]1)=[O:9])([CH3:6])([CH3:4])[CH3:5]. (2) Given the reactants [CH2:1]([O:3][C:4](=[O:21])[C:5]1[CH:13]=[C:12]([C:14](=[O:20])[N:15]([CH3:19])[CH2:16][CH2:17][CH3:18])[CH:11]=[C:7]([C:8]([OH:10])=[O:9])[CH:6]=1)[CH3:2].S(=O)(=O)(O)O.ON1[C:32]2C=CC=C[C:31]=2N=N1.Cl.[CH3:38]N(C)CCCN=C=NCC, predict the reaction product. The product is: [CH:1]([O:3][C:4](=[O:21])[C:5]1[CH:6]=[C:7]([CH:11]=[C:12]([C:14](=[O:20])[N:15]([CH3:19])[CH2:16][CH2:17][CH3:18])[CH:13]=1)[C:8]([O:10][CH2:31][CH3:32])=[O:9])([CH3:38])[CH3:2]. (3) Given the reactants C([O:3][C:4]([C:6]1[O:10][C:9]([NH:11][C:12]2[CH:17]=[CH:16][CH:15]=[C:14]([CH:18]([NH:20][C:21]3[C:30]4[C:25](=[C:26]([C:31](=[O:33])[NH2:32])[CH:27]=[CH:28][CH:29]=4)[N:24]=[CH:23][N:22]=3)[CH3:19])[CH:13]=2)=[N:8][CH:7]=1)=[O:5])C.[OH-].[Na+], predict the reaction product. The product is: [C:31]([C:26]1[CH:27]=[CH:28][CH:29]=[C:30]2[C:25]=1[N:24]=[CH:23][N:22]=[C:21]2[NH:20][CH:18]([C:14]1[CH:13]=[C:12]([NH:11][C:9]2[O:10][C:6]([C:4]([OH:5])=[O:3])=[CH:7][N:8]=2)[CH:17]=[CH:16][CH:15]=1)[CH3:19])(=[O:33])[NH2:32].